From a dataset of Forward reaction prediction with 1.9M reactions from USPTO patents (1976-2016). Predict the product of the given reaction. Given the reactants [NH2:1][C:2]1[CH:6]=[C:5]([C:7]2[CH:12]=[CH:11][C:10]([C:13]([F:16])([F:15])[F:14])=[CH:9][CH:8]=2)[NH:4][N:3]=1.[OH-].[K+].[C:19](O[C:19]([O:21][C:22]([CH3:25])([CH3:24])[CH3:23])=[O:20])([O:21][C:22]([CH3:25])([CH3:24])[CH3:23])=[O:20], predict the reaction product. The product is: [C:22]([O:21][C:19]([N:4]1[C:5]([C:7]2[CH:8]=[CH:9][C:10]([C:13]([F:14])([F:16])[F:15])=[CH:11][CH:12]=2)=[CH:6][C:2]([NH2:1])=[N:3]1)=[O:20])([CH3:25])([CH3:24])[CH3:23].